From a dataset of Catalyst prediction with 721,799 reactions and 888 catalyst types from USPTO. Predict which catalyst facilitates the given reaction. (1) Reactant: Cl.[NH2:2][C@H:3]([C:6]([OH:8])=[O:7])[CH2:4][SH:5].C([O-])(=O)C.[K+].CO.[S:16]1[C:20]([CH:21]=O)=[CH:19][N:18]=[CH:17]1. Product: [S:5]1[CH2:4][CH:3]([C:6]([OH:8])=[O:7])[NH:2][C@H:21]1[C:20]1[S:16][CH:17]=[N:18][CH:19]=1. The catalyst class is: 6. (2) Reactant: [CH3:1][C:2]1[NH:3][C:4]2[C:9]([CH:10]=1)=[CH:8][CH:7]=[CH:6][N:5]=2.[Li][CH2:12]CCC.CC([O-])(C)C.[K+].CI. Product: [CH2:1]([C:2]1[NH:3][C:4]2=[N:5][CH:6]=[CH:7][CH:8]=[C:9]2[CH:10]=1)[CH3:12]. The catalyst class is: 27.